Predict the reaction yield, written as a fraction of the theoretical maximum amount of product (1.0 means a 100% yield; for example, 0.34 means a 34% yield). From a dataset of Reaction yield outcomes from USPTO patents with 853,638 reactions. (1) The reactants are [C:1]([O:5][C:6]([N:8]1[C@@H:13]([C@@H:14]([O:40]CC2C=CC=CC=2)[C@@H:15]([N:25](CC2C=CC=CC=2)CC2C=CC=CC=2)[CH2:16][C:17]2[CH:22]=[C:21]([F:23])[CH:20]=[C:19]([F:24])[CH:18]=2)[CH2:12][O:11][C@@H:10]([O:48][CH2:49][C:50]([CH3:53])([CH3:52])[CH3:51])[C@@H:9]1[CH3:54])=[O:7])([CH3:4])([CH3:3])[CH3:2]. The catalyst is C(OCC)(=O)C.[OH-].[OH-].[Pd+2]. The product is [C:1]([O:5][C:6]([N:8]1[C@@H:13]([C@@H:14]([OH:40])[C@@H:15]([NH2:25])[CH2:16][C:17]2[CH:18]=[C:19]([F:24])[CH:20]=[C:21]([F:23])[CH:22]=2)[CH2:12][O:11][C@@H:10]([O:48][CH2:49][C:50]([CH3:53])([CH3:52])[CH3:51])[C@@H:9]1[CH3:54])=[O:7])([CH3:2])([CH3:4])[CH3:3]. The yield is 0.970. (2) The reactants are [CH3:1][O:2][C:3]1[C:11]2[O:10][CH:9]([CH3:12])[CH2:8][C:7]=2[C:6]([CH3:13])=[C:5]([N:14]2[CH2:19][CH2:18][NH:17][CH2:16][CH2:15]2)[C:4]=1[CH3:20].Br[C:22]1[CH:27]=[CH:26][C:25]([C:28]([F:31])([F:30])[F:29])=[CH:24][CH:23]=1. No catalyst specified. The product is [CH3:1][O:2][C:3]1[C:11]2[O:10][CH:9]([CH3:12])[CH2:8][C:7]=2[C:6]([CH3:13])=[C:5]([N:14]2[CH2:19][CH2:18][N:17]([C:22]3[CH:27]=[CH:26][C:25]([C:28]([F:31])([F:30])[F:29])=[CH:24][CH:23]=3)[CH2:16][CH2:15]2)[C:4]=1[CH3:20]. The yield is 0.550. (3) The reactants are [C:1]([C:5]1[CH:29]=[CH:28][C:8]([C:9]([NH:11][C@H:12]([C:24]([O:26][CH3:27])=[O:25])[CH2:13][C:14]2[CH:23]=[CH:22][C:17]([C:18]([O:20]C)=[O:19])=[CH:16][CH:15]=2)=[O:10])=[CH:7][CH:6]=1)([CH3:4])([CH3:3])[CH3:2].O.[OH-].[Li+].Cl. The catalyst is O1CCOCC1.O. The product is [C:1]([C:5]1[CH:29]=[CH:28][C:8]([C:9]([NH:11][C@H:12]([C:24]([O:26][CH3:27])=[O:25])[CH2:13][C:14]2[CH:15]=[CH:16][C:17]([C:18]([OH:20])=[O:19])=[CH:22][CH:23]=2)=[O:10])=[CH:7][CH:6]=1)([CH3:4])([CH3:2])[CH3:3]. The yield is 0.690. (4) The reactants are [CH3:1][O:2][C:3](=[O:33])[C:4]1[CH:9]=[CH:8][C:7]([CH2:10][N:11]2[CH:15]=[C:14]([C:16]3[CH:21]=[CH:20][C:19]([Cl:22])=[CH:18][C:17]=3[Cl:23])[N:13]=[C:12]2/[CH:24]=[CH:25]/[C:26]2[CH:31]=[CH:30][C:29]([NH2:32])=[CH:28][CH:27]=2)=[CH:6][CH:5]=1.[F:34][C:35]([F:47])([F:46])[C:36]1[CH:37]=[C:38]([S:42](Cl)(=[O:44])=[O:43])[CH:39]=[CH:40][CH:41]=1. No catalyst specified. The product is [CH3:1][O:2][C:3](=[O:33])[C:4]1[CH:9]=[CH:8][C:7]([CH2:10][N:11]2[CH:15]=[C:14]([C:16]3[CH:21]=[CH:20][C:19]([Cl:22])=[CH:18][C:17]=3[Cl:23])[N:13]=[C:12]2/[CH:24]=[CH:25]/[C:26]2[CH:27]=[CH:28][C:29]([NH:32][S:42]([C:38]3[CH:39]=[CH:40][CH:41]=[C:36]([C:35]([F:34])([F:46])[F:47])[CH:37]=3)(=[O:44])=[O:43])=[CH:30][CH:31]=2)=[CH:6][CH:5]=1. The yield is 0.920. (5) The reactants are [CH3:1][N:2]1[C:10](=[O:11])[C:9]2[N:8](CC=C)[CH:7]=[N:6][C:5]=2[N:4]([CH2:15][CH2:16][CH2:17][CH2:18][CH3:19])[C:3]1=[O:20].[Li+].C[Si]([N-][Si](C)(C)C)(C)C.[CH3:31][N:32](C=O)C. The catalyst is C1COCC1. The product is [CH3:1][N:2]1[C:10](=[O:11])[C:9]2[NH:8][C:7]([C:31]#[N:32])=[N:6][C:5]=2[N:4]([CH2:15][CH2:16][CH2:17][CH2:18][CH3:19])[C:3]1=[O:20]. The yield is 0.300. (6) The reactants are [CH3:1][C:2]1[CH:3]=[CH:4][N:5]2[CH:10]=[C:9]([C:11](OCC)=[O:12])[NH:8][C:7](=[O:16])[C:6]=12.B.C1COCC1.O. The catalyst is C1COCC1.CCOC(C)=O.[Cl-].[Na+].O. The product is [OH:12][CH2:11][C:9]1[NH:8][C:7](=[O:16])[C:6]2[N:5]([CH:4]=[CH:3][C:2]=2[CH3:1])[CH:10]=1. The yield is 0.740. (7) The reactants are [CH:1]([Li])([CH2:3]C)[CH3:2].CO[N:8]([CH3:14])[C:9](=O)[CH2:10][CH2:11][CH3:12].FC(F)(F)C(O)=O.[CH2:22]1[CH2:26][O:25][CH2:24][CH2:23]1. The catalyst is ClCCl. The product is [CH3:24][O:25][C:26]1[CH:12]=[C:11]2[C:14](=[CH:23][CH:22]=1)[NH:8][C:9]([CH2:2][CH2:1][CH3:3])=[CH:10]2. The yield is 0.680.